From a dataset of Catalyst prediction with 721,799 reactions and 888 catalyst types from USPTO. Predict which catalyst facilitates the given reaction. The catalyst class is: 4. Product: [Br:29][C:30]1[CH:35]=[CH:34][CH:33]=[CH:32][C:31]=1[C@H:36]([O:28][C:21]1[CH:20]=[C:19]([N:18]2[C:12]3[CH:11]=[C:10]([CH2:9][O:8][Si:1]([C:4]([CH3:5])([CH3:6])[CH3:7])([CH3:2])[CH3:3])[N:15]=[CH:14][C:13]=3[N:16]=[CH:17]2)[S:23][C:22]=1[C:24]([O:26][CH3:27])=[O:25])[CH3:37]. Reactant: [Si:1]([O:8][CH2:9][C:10]1[N:15]=[CH:14][C:13]2[N:16]=[CH:17][N:18]([C:19]3[S:23][C:22]([C:24]([O:26][CH3:27])=[O:25])=[C:21]([OH:28])[CH:20]=3)[C:12]=2[CH:11]=1)([C:4]([CH3:7])([CH3:6])[CH3:5])([CH3:3])[CH3:2].[Br:29][C:30]1[CH:35]=[CH:34][CH:33]=[CH:32][C:31]=1[C@@H:36](O)[CH3:37].C1(P(C2C=CC=CC=2)C2C=CC=CC=2)C=CC=CC=1.N(C(OC(C)(C)C)=O)=NC(OC(C)(C)C)=O.